From a dataset of Experimentally validated miRNA-target interactions with 360,000+ pairs, plus equal number of negative samples. Binary Classification. Given a miRNA mature sequence and a target amino acid sequence, predict their likelihood of interaction. (1) The miRNA is mmu-miR-381-3p with sequence UAUACAAGGGCAAGCUCUCUGU. The protein sequence of the target gene is MDRGSLLPFQLWCPRPFGTYSQNQPRPPSAALKPSACPEPGGGAEPDHGPAHSENTPPALATEVPASQPAPLLSAAAAGDEGRVLLDTWYVIKPGNTKEKVAFFVAHQCGGGSRASSMKVKGHWGSDSSKAKRRRRCLDPTKAPPDPGGREGPPAAEEGPASAGEDVDLLSVAEMVALVEQRAALALQSYPRPTTPAPVVFVSAEQGGPAKGVGSERRSGGGDCSRVAEAVAHFEAQRDSPPTKGLRKEERPGPGPGEVRIAFRISNGREPRAPDSGLPSGGGGRPGCAYPGSPGPGARA.... Result: 0 (no interaction). (2) The miRNA is hsa-miR-6088 with sequence AGAGAUGAAGCGGGGGGGCG. The protein sequence of the target gene is MALRELKVCLLGDTGVGKSSIVWRFVEDSFDPNINPTIGASFMTKTVQYQNELHKFLIWDTAGQERFRALAPMYYRGSAAAIIVYDITKEETFSTLKNWVKELRQHGPPNIVVAIAGNKCDLIDVREVMERDAKDYADSIHAIFVETSAKNAININELFIEISRRIPSTDANLPSGGKGFKLRRQPSEPKRSCC. Result: 1 (interaction). (3) The miRNA is hsa-miR-1910-5p with sequence CCAGUCCUGUGCCUGCCGCCU. The protein sequence of the target gene is MHSLKKVTFEDVAIDFTQEEWAMMDTSKRKLYRDVMLENISHLVSLGYQISKSYIILQLEQGKELWREGREFLQDQNPDRESALKKKHMISMHPITRKDASTSMTMENSLILEDPFECNDSGEDCTHSSTITQRLLTHSGKKPYVSKQCGKSLRNLFSPKPHKQIHTKGKSYQCNLCEKAYTNCFRLRRHKMTHTGERPYACHLCGKAFTQCSHLRRHEKTHTGERPYKCHQCGKAFIQSFNLRRHERTHLGKKCYECDKSGKAFSQSSGFRGNKIIHTGEKPHACLLCGKAFSLSSDLR.... Result: 0 (no interaction).